Dataset: Catalyst prediction with 721,799 reactions and 888 catalyst types from USPTO. Task: Predict which catalyst facilitates the given reaction. (1) Reactant: [C:1]1(B(O)O)[CH:6]=[CH:5][CH:4]=[CH:3][CH:2]=1.C([O-])([O-])=O.[K+].[K+].Br[C:17]1[CH:22]=[CH:21][C:20]([OH:23])=[CH:19][C:18]=1[O:24][CH3:25].Cl. Product: [CH3:25][O:24][C:18]1[CH:19]=[C:20]([OH:23])[CH:21]=[CH:22][C:17]=1[C:1]1[CH:6]=[CH:5][CH:4]=[CH:3][CH:2]=1. The catalyst class is: 117. (2) Reactant: [Cl:1][C:2]1[CH:7]=[CH:6][C:5]([OH:8])=[CH:4][CH:3]=1.CC(C)([O-])C.[K+].[CH3:15][S:16]([C:19]1[CH:24]=[CH:23][C:22](F)=[CH:21][CH:20]=1)(=[O:18])=[O:17]. Product: [CH3:15][S:16]([C:19]1[CH:24]=[CH:23][CH:22]=[CH:21][C:20]=1[O:8][C:5]1[CH:6]=[CH:7][C:2]([Cl:1])=[CH:3][CH:4]=1)(=[O:18])=[O:17]. The catalyst class is: 16. (3) Reactant: Br[C:2]1[CH:3]=[CH:4][C:5]2[O:9][CH:8]=[N:7][C:6]=2[CH:10]=1.[CH:11]([C:13]1[CH:18]=[CH:17][C:16](B(O)O)=[CH:15][CH:14]=1)=[O:12].P([O-])([O-])([O-])=O.[K+].[K+].[K+]. Product: [O:9]1[C:5]2[CH:4]=[CH:3][C:2]([C:16]3[CH:17]=[CH:18][C:13]([CH:11]=[O:12])=[CH:14][CH:15]=3)=[CH:10][C:6]=2[N:7]=[CH:8]1. The catalyst class is: 149. (4) Reactant: C[O:2][CH:3](OC)[C:4]1[CH:5]=[CH:6][C:7]([F:12])=[C:8]([CH:11]=1)[CH:9]=[O:10].[H-].[Al+3].[Li+].[H-].[H-].[H-].C(OCC)C.O. Product: [F:12][C:7]1[CH:6]=[CH:5][C:4]([CH:3]=[O:2])=[CH:11][C:8]=1[CH2:9][OH:10]. The catalyst class is: 27. (5) Reactant: [F:1][C:2]([F:16])([C:10]1[CH:15]=[CH:14][CH:13]=[CH:12][CH:11]=1)[C:3]1[CH:8]=[CH:7][C:6]([CH3:9])=[CH:5][CH:4]=1.C1C(=O)[N:21](Br)C(=O)C1.CC(N=NC(C#N)(C)C)(C#N)C. Product: [F:1][C:2]([F:16])([C:10]1[CH:11]=[CH:12][CH:13]=[CH:14][CH:15]=1)[C:3]1[CH:4]=[CH:5][C:6]([CH2:9][NH2:21])=[CH:7][CH:8]=1. The catalyst class is: 53.